Predict the reactants needed to synthesize the given product. From a dataset of Full USPTO retrosynthesis dataset with 1.9M reactions from patents (1976-2016). (1) Given the product [N:3]1([CH2:8][C:9]([CH2:16][O:17][CH2:18][CH2:19][CH2:20][CH2:21][CH2:22][CH2:23][CH2:24][CH2:25][CH2:26][CH2:27][CH2:28][CH3:29])([CH2:30][O:31][CH2:32][CH2:33][CH2:34][CH2:35][CH2:36][CH2:37][CH2:38][CH2:39][CH2:40][CH2:41][CH2:42][CH3:43])[CH2:10][N:11]2[CH2:15][CH2:14][CH2:13][CH2:12]2)[CH2:4][CH2:5][CH2:6][CH2:7]1, predict the reactants needed to synthesize it. The reactants are: Cl.Cl.[N:3]1([CH2:8][C:9]([CH2:30][O:31][CH2:32][CH2:33][CH2:34][CH2:35][CH2:36][CH2:37][CH2:38][CH2:39][CH2:40][CH2:41][CH2:42][CH3:43])([CH2:16][O:17][CH2:18][CH2:19][CH2:20][CH2:21][CH2:22][CH2:23][CH2:24][CH2:25][CH2:26][CH2:27][CH2:28][CH3:29])[CH2:10][N:11]2[CH2:15][CH2:14][CH2:13][CH2:12]2)[CH2:7][CH2:6][CH2:5][CH2:4]1. (2) Given the product [CH3:1][O:2][CH2:3][C:4]([NH:6][C:7]1[CH:12]=[CH:11][C:10]([C:13]2[N:14]=[C:15]([CH2:18][N:19]3[CH:23]=[C:22]([C:24]([OH:26])=[O:25])[CH:21]=[N:20]3)[S:16][CH:17]=2)=[CH:9][CH:8]=1)=[O:5], predict the reactants needed to synthesize it. The reactants are: [CH3:1][O:2][CH2:3][C:4]([NH:6][C:7]1[CH:12]=[CH:11][C:10]([C:13]2[N:14]=[C:15]([CH2:18][N:19]3[CH:23]=[C:22]([C:24]([O:26]CC)=[O:25])[CH:21]=[N:20]3)[S:16][CH:17]=2)=[CH:9][CH:8]=1)=[O:5].[OH-].[Na+].Cl. (3) Given the product [CH3:1][CH:2]([N:4]([CH2:15][C:16]1[N:17]=[C:18]2[CH:23]=[CH:22][CH:21]=[C:20]([N:24]3[CH2:29][CH2:28][N:27]([CH3:30])[CH2:26][CH2:25]3)[N:19]2[C:31]=1[C:32]#[N:35])[C@@H:5]1[C:14]2[N:13]=[CH:12][CH:11]=[CH:10][C:9]=2[CH2:8][CH2:7][CH2:6]1)[CH3:3], predict the reactants needed to synthesize it. The reactants are: [CH3:1][CH:2]([N:4]([CH2:15][C:16]1[N:17]=[C:18]2[CH:23]=[CH:22][CH:21]=[C:20]([N:24]3[CH2:29][CH2:28][N:27]([CH3:30])[CH2:26][CH2:25]3)[N:19]2[C:31]=1[CH:32]=O)[C@@H:5]1[C:14]2[N:13]=[CH:12][CH:11]=[CH:10][C:9]=2[CH2:8][CH2:7][CH2:6]1)[CH3:3].Cl.[NH2:35]O. (4) Given the product [CH3:29][N:28]([CH3:34])[CH:25]1[CH2:24][CH2:23][CH:22]([O:21][C:12]2[C:11]3[C:10]4[C@@H:9]([CH2:8][C:7]([NH:6][CH2:5][C:4]([NH:3][CH3:2])=[O:31])=[O:30])[CH2:20][CH2:19][C:18]=4[S:17][C:16]=3[N:15]=[CH:14][N:13]=2)[CH2:27][CH2:26]1, predict the reactants needed to synthesize it. The reactants are: Cl.[CH3:2][NH:3][C:4](=[O:31])[CH2:5][NH:6][C:7](=[O:30])[CH2:8][C@H:9]1[CH2:20][CH2:19][C:18]2[S:17][C:16]3[N:15]=[CH:14][N:13]=[C:12]([O:21][CH:22]4[CH2:27][CH2:26][CH:25]([NH:28][CH3:29])[CH2:24][CH2:23]4)[C:11]=3[C:10]1=2.C=O.[C:34]([BH3-])#N.[Na+]. (5) Given the product [CH2:1]([O:8][CH:9]1[CH2:13][CH2:14][CH:15]=[CH:16][CH2:10]1)[C:2]1[CH:3]=[CH:4][CH:5]=[CH:6][CH:7]=1, predict the reactants needed to synthesize it. The reactants are: [CH2:1]([O:8][CH:9]([CH2:13][CH2:14][CH:15]=[CH2:16])[CH2:10]C=C)[C:2]1[CH:7]=[CH:6][CH:5]=[CH:4][CH:3]=1. (6) Given the product [Cl:1][C:2]1[CH:3]=[C:4]([C@@H:9]2[O:15][CH2:14][CH2:13][N:12]([C:16]([O:18][C:19]([CH3:20])([CH3:21])[CH3:22])=[O:17])[CH2:11][C@H:10]2[CH2:23][CH2:24][C:25]([O:27][CH2:28][CH3:29])=[O:26])[CH:5]=[CH:6][C:7]=1[Cl:8], predict the reactants needed to synthesize it. The reactants are: [Cl:1][C:2]1[CH:3]=[C:4]([C@@H:9]2[O:15][CH2:14][CH2:13][N:12]([C:16]([O:18][C:19]([CH3:22])([CH3:21])[CH3:20])=[O:17])[CH2:11][C@H:10]2/[CH:23]=[CH:24]/[C:25]([O:27][CH2:28][CH3:29])=[O:26])[CH:5]=[CH:6][C:7]=1[Cl:8]. (7) Given the product [C:28]([S:30][C@H:6]1[CH2:23][CH2:22][C@@:21]2([CH3:24])[CH:8]([C:9](=[O:26])[CH2:10][C@@H:11]3[C@@H:20]2[CH2:19][CH2:18][C@@:16]2([CH3:17])[C@H:12]3[CH2:13][CH2:14][C:15]2=[O:25])[CH2:7]1)(=[O:31])[CH3:29], predict the reactants needed to synthesize it. The reactants are: CS(O[C@@H:6]1[CH2:23][CH2:22][C@@:21]2([CH3:24])[CH:8]([C:9](=[O:26])[CH2:10][C@@H:11]3[C@@H:20]2[CH2:19][CH2:18][C@@:16]2([CH3:17])[C@H:12]3[CH2:13][CH2:14][C:15]2=[O:25])[CH2:7]1)(=O)=O.[K+].[C:28]([O-:31])(=[S:30])[CH3:29]. (8) Given the product [CH3:12][N:13]1[C:21]2[C:16](=[CH:17][CH:18]=[CH:19][CH:20]=2)[CH:15]=[C:14]1[C:22]([NH:25][C@H:26]([C:30]([NH:32][CH:33]([CH:42]([OH:45])[CH2:43][F:44])[CH2:34][C:35]([O:37][C:38]([CH3:39])([CH3:40])[CH3:41])=[O:36])=[O:31])[CH:27]([CH3:28])[CH3:29])=[O:24], predict the reactants needed to synthesize it. The reactants are: CCN=C=NCCCN(C)C.[CH3:12][N:13]1[C:21]2[C:16](=[CH:17][CH:18]=[CH:19][CH:20]=2)[CH:15]=[C:14]1[C:22]([OH:24])=O.[NH2:25][C@H:26]([C:30]([NH:32][CH:33]([CH:42]([OH:45])[CH2:43][F:44])[CH2:34][C:35]([O:37][C:38]([CH3:41])([CH3:40])[CH3:39])=[O:36])=[O:31])[CH:27]([CH3:29])[CH3:28].